From a dataset of Forward reaction prediction with 1.9M reactions from USPTO patents (1976-2016). Predict the product of the given reaction. (1) Given the reactants [Cl:1][C:2]1[CH:24]=[CH:23][C:5]([CH2:6][N:7]2[C:11]([CH2:12][CH2:13][C:14](OCC)=[O:15])=[CH:10][C:9]([O:19][CH:20]([CH3:22])[CH3:21])=[N:8]2)=[C:4]([O:25][CH3:26])[CH:3]=1.[H-].C([Al+]CC(C)C)C(C)C.[Cl-].[NH4+], predict the reaction product. The product is: [Cl:1][C:2]1[CH:24]=[CH:23][C:5]([CH2:6][N:7]2[C:11]([CH2:12][CH2:13][CH2:14][OH:15])=[CH:10][C:9]([O:19][CH:20]([CH3:22])[CH3:21])=[N:8]2)=[C:4]([O:25][CH3:26])[CH:3]=1. (2) Given the reactants Br[CH2:2][CH2:3][O:4][Si:5]([C:8]([CH3:11])([CH3:10])[CH3:9])([CH3:7])[CH3:6].C(=O)([O-])[O-].[K+].[K+].[I:18][C:19]1[CH:20]=[C:21]([OH:25])[CH:22]=[CH:23][CH:24]=1, predict the reaction product. The product is: [C:8]([Si:5]([O:4][CH2:3][CH2:2][O:25][C:21]1[CH:22]=[CH:23][CH:24]=[C:19]([I:18])[CH:20]=1)([CH3:7])[CH3:6])([CH3:11])([CH3:10])[CH3:9].